Task: Regression. Given two drug SMILES strings and cell line genomic features, predict the synergy score measuring deviation from expected non-interaction effect.. Dataset: NCI-60 drug combinations with 297,098 pairs across 59 cell lines Drug 1: CN(CCCl)CCCl.Cl. Drug 2: CCC1(C2=C(COC1=O)C(=O)N3CC4=CC5=C(C=CC(=C5CN(C)C)O)N=C4C3=C2)O.Cl. Cell line: HCT-15. Synergy scores: CSS=41.3, Synergy_ZIP=-1.04, Synergy_Bliss=2.64, Synergy_Loewe=-6.86, Synergy_HSA=1.93.